The task is: Predict the product of the given reaction.. This data is from Forward reaction prediction with 1.9M reactions from USPTO patents (1976-2016). Given the reactants [CH2:1]([CH:8]([CH2:36][CH2:37][C:38]1[CH:43]=[CH:42][CH:41]=[CH:40][CH:39]=1)[C:9]([NH:11][CH2:12][C@@H:13]([NH:28]C(=O)OC(C)(C)C)[CH2:14][CH2:15][CH2:16][NH:17][C:18](=[O:27])[O:19][CH2:20][C:21]1[CH:26]=[CH:25][CH:24]=[CH:23][CH:22]=1)=[O:10])[C:2]1[CH:7]=[CH:6][CH:5]=[CH:4][CH:3]=1.FC(F)(F)C(O)=O, predict the reaction product. The product is: [NH2:28][C@H:13]([CH2:12][NH:11][C:9](=[O:10])[CH:8]([CH2:1][C:2]1[CH:3]=[CH:4][CH:5]=[CH:6][CH:7]=1)[CH2:36][CH2:37][C:38]1[CH:39]=[CH:40][CH:41]=[CH:42][CH:43]=1)[CH2:14][CH2:15][CH2:16][NH:17][C:18](=[O:27])[O:19][CH2:20][C:21]1[CH:26]=[CH:25][CH:24]=[CH:23][CH:22]=1.